This data is from Experimentally validated miRNA-target interactions with 360,000+ pairs, plus equal number of negative samples. The task is: Binary Classification. Given a miRNA mature sequence and a target amino acid sequence, predict their likelihood of interaction. (1) The miRNA is hsa-miR-550a-3-5p with sequence AGUGCCUGAGGGAGUAAGAG. The protein sequence of the target gene is MAHINCTQATEFILVGLTDHQELKMPLFVLFLSIYLFTVVGNLGLILLIRADTSLNTPMYFFLSNLAFVDFCYSSVITPKMLGNFLYKQNVISFDACATQLGCFLTFMISESLLLASMAYDRYVAICNPLLYMVVMTPGICIQLVAVPYSYSFLMALFHTILTFRLSYCHSNIVNHFYCDDMPLLRLTCSDTRFKQLWIFACAGIMFISSLLIVFVSYMFIISAILRMHSAEGRQKAFSTCGSHMLAVTIFYGTLIFMYLQPSSSHALDTDKMASVFYTVIIPMLNPLIYSLQNKEVKEA.... Result: 0 (no interaction). (2) The miRNA is hsa-miR-938 with sequence UGCCCUUAAAGGUGAACCCAGU. The protein sequence of the target gene is MPLLGLLPRRAWASLLSQLLRPPCASCTGAVRCQSQVAEAVLTSQLKAHQEKPNFIIKTPKGTRDLSPQHMVVREKILDLVISCFKRHGAKGMDTPAFELKETLTEKYGEDSGLMYDLKDQGGELLSLRYDLTVPFARYLAMNKVKKMKRYHVGKVWRRESPTIVQGRYREFCQCDFDIAGQFDPMIPDAECLKIMCEILSGLQLGDFLIKVNDRRIVDGMFAVCGVPESKFRAICSSIDKLDKMAWKDVRHEMVVKKGLAPEVADRIGDYVQCHGGVSLVEQMFQDPRLSQNKQALEGL.... Result: 0 (no interaction). (3) The miRNA is hsa-miR-4640-5p with sequence UGGGCCAGGGAGCAGCUGGUGGG. The protein sequence of the target gene is MVGDTLKLLSPLMTRYFFLLFYSTDSSDLNENQHPLDFDEMAFGKVKSGISFLIQTGVGILGNSFLLCFYNLILFTGHKLRPTDLILSQLALANSMVLFFKGIPQTMAAFGLKYLLNDTGCKFVFYYHRVGTRVSLSTICLLNGFQAIKLNPSICRWMEIKIRSPRFIDFCCLLCWAPHVLMNASVLLLVNGPLNSKNSSAKNNYGYCSYKASKRFSSLHAVLYFSPDFMSLGFMVWASGSMVFFLYRHKQQVQHNHSNRLSCRPSQEARATHTIMVLVSSFFVFYSVHSFLTIWTTVVA.... Result: 0 (no interaction). (4) The miRNA is hsa-miR-6781-3p with sequence UGCCUCUUUUCCACGGCCUCAG. The protein sequence of the target gene is MAVNVYSTSVTSENLSRHDMLAWVNDSLHLNYTKIEQLCSGAAYCQFMDMLFPGCVHLRKVKFQAKLEHEYIHNFKVLQAAFKKMGVDKIIPVEKLVKGKFQDNFEFIQWFKKFFDANYDGKDYNPLLARQGQDVAPPPNPGDQIFNKSKKLIGTAVPQRTSPTGPKNMQTSGRLSNVAPPCILRKNPPSARNGGHEADAQILELNQQLLDLKLTVDGLEKERDFYFSKLRDIELICQEHESENSPVISGIIGILYATEEGFAPPEDDEIEEHQQEDQDEY. Result: 0 (no interaction). (5) The miRNA is hsa-miR-6747-3p with sequence UCCUGCCUUCCUCUGCACCAG. The protein sequence of the target gene is MGNYSSHKRTKAPKQARKERPADMDKAWWKSFLNHLTRKKPATRIVLILPLDKRQPLANAGQRIDYASGAGLGSPAAPRLRGAGEGSEREPRMPVLLLLRRQEARRPEEGGARAALSWPRLLSRFRSPGKAPREAGPAEEQPRKRCRCPRPQL. Result: 1 (interaction). (6) The miRNA is mmu-miR-466f-5p with sequence UACGUGUGUGUGCAUGUGCAUG. The protein sequence of the target gene is MAEMNLTLVTEFLLIAFTEYPEWALPLFLLFLFMYLITVLGNLEMIILILMDHQLHAPMYFLLSHLAFMDVCYSSITVPQMLAVLLEHGAALSYTRCAAQFFLFTFFGSIDCYLLALMAYDRYLAVCQPLLYVTILTQQARLSLVAGAYVAGLISALVRTVSAFTLSFCGTSEIDFIFCDLPPLLKLTCGESYTQEVLIIMFAIFVIPASMVVILVSYLFIIVAIMGIPAGSQAKTFSTCTSHLTAVSLFFGTLIFMYLRGNSDQSSEKNRVVSVLYTEVIPMLNPLIYSLRNKEVKEAL.... Result: 0 (no interaction). (7) The miRNA is hsa-miR-3115 with sequence AUAUGGGUUUACUAGUUGGU. The protein sequence of the target gene is MDRGSLLPFQLWCPRPFGTYSQNQPRPPSAALKPSACPEPGGGAEPDHGPAHSENTPPALATEVPASQPAPLLSAAAAGDEGRVLLDTWYVIKPGNTKEKVAFFVAHQCGGGSRASSMKVKGHWGSDSSKAKRRRRCLDPTKAPPDPGGREGPPAAEEGPASAGEDVDLLSVAEMVALVEQRAALALQSYPRPTTPAPVVFVSAEQGGPAKGVGSERRSGGGDCSRVAEAVAHFEAQRDSPPTKGLRKEERPGPGPGEVRIAFRISNGREPRAPDSGLPSGGGGRPGCAYPGSPGPGARA.... Result: 1 (interaction). (8) The miRNA is mmu-miR-466i-5p with sequence UGUGUGUGUGUGUGUGUGUG. The protein sequence of the target gene is MAVYKEAYPVDILEDDAEGYQAAAEAYYEMLREGAQTSAEVISLSTGEQVRLETSSLCFCTIYRDEPQHKILGLVNPQDTKTVVAVYLKESWWSIEDILRTSDPTREGLMKVQSFGERIVLFVLNVIVFGRLERRLHIDDMFFLPHPAKEQAKILWKDGAAVAFYSVKMKGSLCGDGTGTCYLLPVLDTVFVRRKNRCQGLGTAMLRDFCDTFQGDEALGISCPISPAMYRVLRQFLLTCPGERGRLWEVEPPGAWGQQRVNIWLKVYLQERRLQDGSTVHPKCSEEDTDTPGQASQEDG.... Result: 1 (interaction).